Dataset: Forward reaction prediction with 1.9M reactions from USPTO patents (1976-2016). Task: Predict the product of the given reaction. (1) Given the reactants C1([C@H]2C[C@H]2C(OCC)=O)C=CC=CC=1.C[O:16][C:17]([CH:19]1[CH2:23][CH2:22][CH:21]([C:24]2[CH:29]=[CH:28][CH:27]=[CH:26][CH:25]=2)[CH2:20]1)=O, predict the reaction product. The product is: [C:24]1([CH:21]2[CH2:22][CH2:23][CH:19]([CH2:17][OH:16])[CH2:20]2)[CH:29]=[CH:28][CH:27]=[CH:26][CH:25]=1. (2) Given the reactants [C:1]12([N:11]=[C:12]=[O:13])[CH2:10][CH:5]3[CH2:6][CH:7]([CH2:9][CH:3]([CH2:4]3)[CH2:2]1)[CH2:8]2.Cl.[NH2:15][C@H:16]1[CH2:21][CH2:20][C@H:19]([OH:22])[CH2:18][CH2:17]1.C(N(CC)CC)C.O, predict the reaction product. The product is: [OH:22][C@H:19]1[CH2:20][CH2:21][C@H:16]([NH:15][C:12]([NH:11][C:1]23[CH2:10][CH:5]4[CH2:6][CH:7]([CH2:9][CH:3]([CH2:4]4)[CH2:2]2)[CH2:8]3)=[O:13])[CH2:17][CH2:18]1.